The task is: Predict which catalyst facilitates the given reaction.. This data is from Catalyst prediction with 721,799 reactions and 888 catalyst types from USPTO. (1) Reactant: [F:1][C:2]1[CH:24]=[CH:23][C:5]([CH2:6][N:7]2[CH2:12][CH2:11][N:10]3[CH:13]=[C:14]([C:17]([O:19][CH2:20][CH3:21])=[O:18])[C:15]([OH:16])=[C:9]3[C:8]2=[O:22])=[CH:4][CH:3]=1.C(=O)([O-])[O-].[Cs+].[Cs+].[CH2:31](Br)[C:32]1[CH:37]=[CH:36][CH:35]=[CH:34][CH:33]=1. Product: [CH2:31]([O:16][C:15]1[C:14]([C:17]([O:19][CH2:20][CH3:21])=[O:18])=[CH:13][N:10]2[CH2:11][CH2:12][N:7]([CH2:6][C:5]3[CH:4]=[CH:3][C:2]([F:1])=[CH:24][CH:23]=3)[C:8](=[O:22])[C:9]=12)[C:32]1[CH:37]=[CH:36][CH:35]=[CH:34][CH:33]=1. The catalyst class is: 3. (2) Reactant: Cl.[C@@H:2]12[CH2:8][C@@H:5]([CH2:6][CH2:7]1)[C@H:4]([C:9]([NH:11][CH2:12][C:13]1[CH:22]=[CH:21][C:16]([C:17]([O:19][CH3:20])=[O:18])=[CH:15][CH:14]=1)=[O:10])[NH:3]2.[O:23]([CH2:30][CH:31]=O)[C:24]1[CH:29]=[CH:28][CH:27]=[CH:26][CH:25]=1.C(O)(=O)C.C([BH3-])#N.[Na+]. Product: [O:23]([CH2:30][CH2:31][N:3]1[C@@H:4]([C:9]([NH:11][CH2:12][C:13]2[CH:14]=[CH:15][C:16]([C:17]([O:19][CH3:20])=[O:18])=[CH:21][CH:22]=2)=[O:10])[C@H:5]2[CH2:8][C@@H:2]1[CH2:7][CH2:6]2)[C:24]1[CH:29]=[CH:28][CH:27]=[CH:26][CH:25]=1. The catalyst class is: 5. (3) Reactant: [Si]([O:8][CH2:9][CH:10]1[CH2:15][CH2:14][CH2:13][N:12]([C:16]2[CH:21]=[CH:20][CH:19]=[CH:18][C:17]=2[CH2:22][CH2:23][C:24]([O:26][CH3:27])=[O:25])[CH2:11]1)(C(C)(C)C)(C)C.C(O)(=O)C. Product: [OH:8][CH2:9][CH:10]1[CH2:15][CH2:14][CH2:13][N:12]([C:16]2[CH:21]=[CH:20][CH:19]=[CH:18][C:17]=2[CH2:22][CH2:23][C:24]([O:26][CH3:27])=[O:25])[CH2:11]1. The catalyst class is: 30. (4) Reactant: C(OC([N:8]1[CH2:13][CH2:12][CH2:11][CH:10]([C:14]2[N:18]=[C:17]([C:19]3[CH:24]=[CH:23][CH:22]=[CH:21][C:20]=3[F:25])[O:16][N:15]=2)[CH2:9]1)=O)(C)(C)C.[Cl:26]CCl. Product: [ClH:26].[F:25][C:20]1[CH:21]=[CH:22][CH:23]=[CH:24][C:19]=1[C:17]1[O:16][N:15]=[C:14]([CH:10]2[CH2:11][CH2:12][CH2:13][NH:8][CH2:9]2)[N:18]=1. The catalyst class is: 33. (5) Reactant: [CH2:1]([O:8][NH:9][C:10](=[O:19])[CH2:11][CH2:12][CH2:13][CH2:14][CH2:15][CH2:16][CH2:17]Br)[C:2]1[CH:7]=[CH:6][CH:5]=[CH:4][CH:3]=1.Cl.[CH3:21][O:22][C:23]1[CH:24]=[C:25]2[C:30](=[CH:31][C:32]=1[O:33][CH3:34])[CH2:29][NH:28][CH:27]([CH3:35])[CH2:26]2.C(=O)([O-])[O-].[K+].[K+]. Product: [CH2:1]([O:8][NH:9][C:10](=[O:19])[CH2:11][CH2:12][CH2:13][CH2:14][CH2:15][CH2:16][CH2:17][N:28]1[CH:27]([CH3:35])[CH2:26][C:25]2[C:30](=[CH:31][C:32]([O:33][CH3:34])=[C:23]([O:22][CH3:21])[CH:24]=2)[CH2:29]1)[C:2]1[CH:7]=[CH:6][CH:5]=[CH:4][CH:3]=1. The catalyst class is: 3. (6) Reactant: C(OC([N:8]1[CH2:15][CH:14]2[CH:10]([N:11]=[C:12]([NH:16][C:17]3[CH:18]=[C:19]4[C:24](=[CH:25][CH:26]=3)[N:23]=[CH:22][N:21]=[C:20]4[NH:27][C:28]3[CH:33]=[CH:32][C:31]([O:34][CH2:35][C:36]4[CH:41]=[CH:40][CH:39]=[CH:38][N:37]=4)=[C:30]([Cl:42])[CH:29]=3)[O:13]2)[CH2:9]1)=O)(C)(C)C.C(O)(C(F)(F)F)=O. Product: [Cl:42][C:30]1[CH:29]=[C:28]([NH:27][C:20]2[C:19]3[C:24](=[CH:25][CH:26]=[C:17]([NH:16][C:12]4[O:13][CH:14]5[CH2:15][NH:8][CH2:9][CH:10]5[N:11]=4)[CH:18]=3)[N:23]=[CH:22][N:21]=2)[CH:33]=[CH:32][C:31]=1[O:34][CH2:35][C:36]1[CH:41]=[CH:40][CH:39]=[CH:38][N:37]=1. The catalyst class is: 2. (7) Reactant: C([O:3][C:4](=O)[C:5]1[CH:10]=[C:9]([Br:11])[CH:8]=[N:7][CH:6]=1)C.[BH4-].[Na+].[ClH:15].[OH-].[Na+].Cl.CCO. Product: [ClH:15].[Br:11][C:9]1[CH:10]=[C:5]([CH2:4][OH:3])[CH:6]=[N:7][CH:8]=1. The catalyst class is: 40. (8) Reactant: [O:1]1CCO[CH:2]1[C:6]1[CH:11]=[CH:10][C:9]([C:12]2[CH:17]=[CH:16][CH:15]=[C:14]([C:18]([NH2:20])=[O:19])[CH:13]=2)=[CH:8][C:7]=1[C:21]([F:24])([F:23])[F:22].CC(O)=O.C([O-])(O)=O.[Na+]. Product: [CH:2]([C:6]1[CH:11]=[CH:10][C:9]([C:12]2[CH:17]=[CH:16][CH:15]=[C:14]([C:18]([NH2:20])=[O:19])[CH:13]=2)=[CH:8][C:7]=1[C:21]([F:22])([F:23])[F:24])=[O:1]. The catalyst class is: 6.